From a dataset of Forward reaction prediction with 1.9M reactions from USPTO patents (1976-2016). Predict the product of the given reaction. (1) Given the reactants S(Cl)(Cl)=O.[CH3:5][O:6][C:7]1[CH:8]=[C:9]([CH:13]=[C:14]([O:17][CH3:18])[C:15]=1[CH3:16])[C:10]([OH:12])=O.[NH2:19][CH2:20][C:21]1[CH:35]=[CH:34][C:24]([CH2:25][NH:26][C:27](=[O:33])[O:28][C:29]([CH3:32])([CH3:31])[CH3:30])=[CH:23][C:22]=1[N+:36]([O-:38])=[O:37], predict the reaction product. The product is: [CH3:18][O:17][C:14]1[CH:13]=[C:9]([CH:8]=[C:7]([O:6][CH3:5])[C:15]=1[CH3:16])[C:10]([NH:19][CH2:20][C:21]1[CH:35]=[CH:34][C:24]([CH2:25][NH:26][C:27](=[O:33])[O:28][C:29]([CH3:32])([CH3:31])[CH3:30])=[CH:23][C:22]=1[N+:36]([O-:38])=[O:37])=[O:12]. (2) Given the reactants C([O:3][C:4]([C:6]1[N:10]([CH2:11][C:12]2[CH:17]=[CH:16][CH:15]=[C:14](Br)[CH:13]=2)[C:9]2[CH:19]=[C:20](Br)[S:21][C:8]=2[CH:7]=1)=[O:5])C.[CH3:23][C:24]1[S:28][C:27]([Sn](C)(C)C)=[CH:26][CH:25]=1, predict the reaction product. The product is: [CH3:23][C:24]1[S:28][C:27]([C:20]2[S:21][C:8]3[CH:7]=[C:6]([C:4]([OH:3])=[O:5])[N:10]([CH2:11][C:12]4[CH:17]=[CH:16][CH:15]=[C:14]([C:20]5[S:21][C:8]([CH3:7])=[CH:9][CH:19]=5)[CH:13]=4)[C:9]=3[CH:19]=2)=[CH:26][CH:25]=1.